From a dataset of Full USPTO retrosynthesis dataset with 1.9M reactions from patents (1976-2016). Predict the reactants needed to synthesize the given product. (1) Given the product [F:38][C:2]([F:1])([F:37])[C:3]([C:9]1[CH:14]=[CH:13][C:12]([C:15]2[S:19][C:18]([C:20]([N:52]3[CH2:55][C:54]([OH:56])([C:57]([OH:60])([CH3:59])[CH3:58])[CH2:53]3)=[O:21])=[N:17][C:16]=2[C:25]([N:27]2[CH2:31][CH2:30][CH2:29][C@@H:28]2[CH3:32])=[O:26])=[C:11]([C:33]([F:35])([F:36])[F:34])[CH:10]=1)([OH:8])[C:4]([F:7])([F:5])[F:6], predict the reactants needed to synthesize it. The reactants are: [F:1][C:2]([F:38])([F:37])[C:3]([C:9]1[CH:14]=[CH:13][C:12]([C:15]2[S:19][C:18]([C:20](OCC)=[O:21])=[N:17][C:16]=2[C:25]([N:27]2[CH2:31][CH2:30][CH2:29][C@@H:28]2[CH3:32])=[O:26])=[C:11]([C:33]([F:36])([F:35])[F:34])[CH:10]=1)([OH:8])[C:4]([F:7])([F:6])[F:5].C([N:52]1[CH2:55][C:54]([C:57]([OH:60])([CH3:59])[CH3:58])([OH:56])[CH2:53]1)(C1C=CC=CC=1)C1C=CC=CC=1. (2) Given the product [CH3:1][C:2]1[C:10]2[CH2:9][O:8][C:7](=[O:11])[C:6]=2[CH:5]=[CH:4][C:3]=1[O:12][CH2:13][CH:14]1[CH2:19][CH2:18][NH:17][CH2:16][CH2:15]1, predict the reactants needed to synthesize it. The reactants are: [CH3:1][C:2]1[C:10]2[CH2:9][O:8][C:7](=[O:11])[C:6]=2[CH:5]=[CH:4][C:3]=1[O:12][CH2:13][CH:14]1[CH2:19][CH2:18][N:17](C(OC(C)(C)C)=O)[CH2:16][CH2:15]1.FC(F)(F)C(O)=O. (3) Given the product [CH:21]([N:23]1[CH2:28][CH2:27][CH:26]([CH2:29][CH2:30][CH2:31][NH:32][C:18]([C:4]2[NH:5][C:6]([CH:7]=[C:8]3[C:16]4[C:11](=[CH:12][CH:13]=[CH:14][CH:15]=4)[NH:10][C:9]3=[O:17])=[C:2]([CH3:1])[CH:3]=2)=[O:20])[CH2:25][CH2:24]1)=[O:22], predict the reactants needed to synthesize it. The reactants are: [CH3:1][C:2]1[CH:3]=[C:4]([C:18]([OH:20])=O)[NH:5][C:6]=1[CH:7]=[C:8]1[C:16]2[C:11](=[CH:12][CH:13]=[CH:14][CH:15]=2)[NH:10][C:9]1=[O:17].[CH:21]([N:23]1[CH2:28][CH2:27][CH:26]([CH2:29][CH2:30][CH2:31][NH2:32])[CH2:25][CH2:24]1)=[O:22].Cl.CCN(CC)CC. (4) Given the product [Br:7][C:5]1[CH:6]=[C:2]([C:16]2[CH:17]=[CH:18][N:19]=[C:14]([Cl:13])[N:15]=2)[S:3][CH:4]=1, predict the reactants needed to synthesize it. The reactants are: Br[C:2]1[S:3][CH:4]=[C:5]([Br:7])[CH:6]=1.C([Li])CCC.[Cl:13][C:14]1[N:19]=[CH:18][CH:17]=[CH:16][N:15]=1.C(C1C(=O)C(Cl)=C(Cl)C(=O)C=1C#N)#N. (5) Given the product [CH3:21][N:22]([CH3:23])[CH:16]1[CH2:17][CH2:18][C:13]([C:7]2[C:6]3[C:10](=[CH:11][CH:12]=[C:4]([N+:1]([O-:3])=[O:2])[CH:5]=3)[NH:9][CH:8]=2)=[CH:14][CH2:15]1, predict the reactants needed to synthesize it. The reactants are: [N+:1]([C:4]1[CH:5]=[C:6]2[C:10](=[CH:11][CH:12]=1)[NH:9][CH:8]=[C:7]2[C:13]1[CH2:18][CH2:17][C:16](=O)[CH2:15][CH:14]=1)([O-:3])=[O:2].Cl.[CH3:21][NH:22][CH3:23].CC(O)=O.[BH-](OC(C)=O)(OC(C)=O)OC(C)=O.[Na+]. (6) Given the product [P:30]([OH:34])([OH:33])([OH:32])=[O:31].[NH2:1][C@H:2]([CH2:20][C:21]1[CH:26]=[C:25]([F:27])[C:24]([F:28])=[CH:23][C:22]=1[F:29])[CH2:3][C:4]([N:6]1[CH2:10][CH2:9][C@H:8]2[CH2:11][N:12]([C:14](=[O:19])[C:15]([F:18])([CH3:16])[CH3:17])[CH2:13][C@@H:7]12)=[O:5], predict the reactants needed to synthesize it. The reactants are: [NH2:1][C@H:2]([CH2:20][C:21]1[CH:26]=[C:25]([F:27])[C:24]([F:28])=[CH:23][C:22]=1[F:29])[CH2:3][C:4]([N:6]1[CH2:10][CH2:9][C@H:8]2[CH2:11][N:12]([C:14](=[O:19])[C:15]([F:18])([CH3:17])[CH3:16])[CH2:13][C@@H:7]12)=[O:5].[P:30](=[O:34])([OH:33])([OH:32])[OH:31].